Dataset: Retrosynthesis with 50K atom-mapped reactions and 10 reaction types from USPTO. Task: Predict the reactants needed to synthesize the given product. Given the product CNC(=O)c1ccccc1Oc1ccc(N2C(=S)N(c3ccc(C#N)c(C(F)(F)F)c3)C(=O)C2(C)C)cc1F, predict the reactants needed to synthesize it. The reactants are: CC1(C)C(=O)N(c2ccc(C#N)c(C(F)(F)F)c2)C(=S)N1c1ccc(Oc2ccccc2C(=O)O)c(F)c1.CN.